The task is: Predict the reaction yield, written as a fraction of the theoretical maximum amount of product (1.0 means a 100% yield; for example, 0.34 means a 34% yield).. This data is from Reaction yield outcomes from USPTO patents with 853,638 reactions. (1) The reactants are [OH:1][CH2:2][C@@H:3]1[N:8]([C:9]([O:11][CH2:12][C:13]2[CH:18]=[CH:17][CH:16]=[CH:15][CH:14]=2)=[O:10])[CH2:7][C@@H:6]([C:19]([O:21]C)=[O:20])[CH2:5][CH2:4]1.O.[OH-].[Li+]. The catalyst is CO.O. The product is [CH2:12]([O:11][C:9]([N:8]1[C@@H:3]([CH2:2][OH:1])[CH2:4][CH2:5][C@H:6]([C:19]([OH:21])=[O:20])[CH2:7]1)=[O:10])[C:13]1[CH:18]=[CH:17][CH:16]=[CH:15][CH:14]=1. The yield is 0.818. (2) The reactants are [CH3:1][O:2][C:3]([NH:5][C:6]([CH3:16])([CH2:9][CH2:10][C:11]1[S:12][CH:13]=[CH:14][CH:15]=1)[CH2:7][OH:8])=[O:4].[Br:17]N1C(=O)CCC1=O. The catalyst is CN(C)C=O. The product is [CH3:1][O:2][C:3]([NH:5][C:6]([CH3:16])([CH2:9][CH2:10][C:11]1[S:12][C:13]([Br:17])=[CH:14][CH:15]=1)[CH2:7][OH:8])=[O:4]. The yield is 0.800. (3) The reactants are [CH3:1][NH:2][CH2:3][C:4]1[S:5][CH:6]=[CH:7][CH:8]=1.[CH2:9](Cl)[C:10]#[CH:11].C(N(C(C)C)CC)(C)C. The catalyst is C(Cl)Cl. The product is [CH3:1][N:2]([CH2:3][C:4]1[S:5][CH:6]=[CH:7][CH:8]=1)[CH2:11][C:10]#[CH:9]. The yield is 0.650. (4) The reactants are [C:1]([O:5][C:6]([NH:8][CH:9]([CH3:16])[CH2:10]OS(C)(=O)=O)=[O:7])([CH3:4])([CH3:3])[CH3:2].[NH:17]1[CH2:22][CH2:21][O:20][CH2:19][CH2:18]1.C([O-])([O-])=O.[K+].[K+]. The catalyst is CC#N. The product is [C:1]([O:5][C:6](=[O:7])[NH:8][CH:9]([CH3:16])[CH2:10][N:17]1[CH2:22][CH2:21][O:20][CH2:19][CH2:18]1)([CH3:4])([CH3:3])[CH3:2]. The yield is 0.620. (5) The reactants are [CH:1]1([NH:4][C:5](=[O:32])[C:6]2[CH:11]=[CH:10][C:9]([C:12]3[N:16]4[N:17]=[C:18]([O:23][C:24]5[CH:29]=[CH:28][CH:27]=[C:26]([F:30])[CH:25]=5)[CH:19]=[C:20](SC)[C:15]4=[N:14][CH:13]=3)=[CH:8][C:7]=2[CH3:31])[CH2:3][CH2:2]1.O[O:34][S:35]([O-:37])=O.[K+].[CH3:39]N(C=O)C. No catalyst specified. The product is [CH:1]1([NH:4][C:5](=[O:32])[C:6]2[CH:11]=[CH:10][C:9]([C:12]3[N:16]4[N:17]=[C:18]([O:23][C:24]5[CH:29]=[CH:28][CH:27]=[C:26]([F:30])[CH:25]=5)[CH:19]=[C:20]([S:35]([CH3:39])(=[O:37])=[O:34])[C:15]4=[N:14][CH:13]=3)=[CH:8][C:7]=2[CH3:31])[CH2:2][CH2:3]1. The yield is 0.930. (6) The reactants are Cl[C:2]1[CH:3]=[C:4]([C:14]([NH:16][CH2:17][C:18]2[C:19](=[O:26])[NH:20][C:21]([CH3:25])=[CH:22][C:23]=2[CH3:24])=[O:15])[C:5]2[CH:10]=[N:9][N:8]([CH:11]([CH3:13])[CH3:12])[C:6]=2[N:7]=1.[C:27]([NH:30][C:31]1[CH:36]=[CH:35][C:34](B(O)O)=[CH:33][CH:32]=1)(=[O:29])[CH3:28].C(=O)(O)[O-].[Na+].O. The catalyst is COCCOC.O.C1C=CC(P(C2C=CC=CC=2)[C-]2C=CC=C2)=CC=1.C1C=CC(P(C2C=CC=CC=2)[C-]2C=CC=C2)=CC=1.Cl[Pd]Cl.[Fe+2].C(Cl)Cl. The product is [C:27]([NH:30][C:31]1[CH:36]=[CH:35][C:34]([C:2]2[CH:3]=[C:4]([C:14]([NH:16][CH2:17][C:18]3[C:19](=[O:26])[NH:20][C:21]([CH3:25])=[CH:22][C:23]=3[CH3:24])=[O:15])[C:5]3[CH:10]=[N:9][N:8]([CH:11]([CH3:13])[CH3:12])[C:6]=3[N:7]=2)=[CH:33][CH:32]=1)(=[O:29])[CH3:28]. The yield is 0.520. (7) The reactants are C[O:2][C:3]1[N:11]([C:12]2[CH:17]=[CH:16][C:15]([C:18]3[N:19]([C:28]4[CH:29]=[N:30][C:31]([CH3:34])=[CH:32][CH:33]=4)[CH:20]=[C:21]([C:23]4[S:24][CH:25]=[CH:26][N:27]=4)[N:22]=3)=[CH:14][CH:13]=2)[C:6]2=[N:7][CH:8]=[CH:9][CH:10]=[C:5]2[N:4]=1.Cl.C([O-])(O)=O.[Na+]. The catalyst is O1CCOCC1. The product is [CH3:34][C:31]1[N:30]=[CH:29][C:28]([N:19]2[CH:20]=[C:21]([C:23]3[S:24][CH:25]=[CH:26][N:27]=3)[N:22]=[C:18]2[C:15]2[CH:16]=[CH:17][C:12]([N:11]3[C:6]4=[N:7][CH:8]=[CH:9][CH:10]=[C:5]4[NH:4][C:3]3=[O:2])=[CH:13][CH:14]=2)=[CH:33][CH:32]=1. The yield is 0.590. (8) The reactants are Cl[C:2]1[C:11]2[C:6](=[CH:7][C:8]([O:14][CH2:15][CH2:16][CH2:17][N:18]3[CH2:22][CH2:21][CH2:20][CH2:19]3)=[C:9]([O:12][CH3:13])[CH:10]=2)[N:5]=[CH:4][N:3]=1.[F:23][C:24]1[C:32]([OH:33])=[CH:31][CH:30]=[C:29]2[C:25]=1[CH:26]=[CH:27][NH:28]2.C(=O)([O-])[O-].[K+].[K+]. The catalyst is CN(C=O)C. The product is [F:23][C:24]1[C:32]([O:33][C:2]2[C:11]3[C:6](=[CH:7][C:8]([O:14][CH2:15][CH2:16][CH2:17][N:18]4[CH2:22][CH2:21][CH2:20][CH2:19]4)=[C:9]([O:12][CH3:13])[CH:10]=3)[N:5]=[CH:4][N:3]=2)=[CH:31][CH:30]=[C:29]2[C:25]=1[CH:26]=[CH:27][NH:28]2. The yield is 0.520. (9) The reactants are [CH2:1]([C@@H:8]1[NH:13][CH2:12][CH2:11][N:10]([C:14]2[CH:23]=[CH:22][C:21]([O:24][CH3:25])=[C:20]3[C:15]=2[CH:16]=[CH:17][C:18]([C:26]([F:29])([F:28])[F:27])=[N:19]3)[CH2:9]1)[C:2]1[CH:7]=[CH:6][CH:5]=[CH:4][CH:3]=1. The catalyst is ClCC(=O)C. The product is [CH2:1]([C@H:8]1[CH2:9][N:10]([C:14]2[CH:23]=[CH:22][C:21]([O:24][CH3:25])=[C:20]3[C:15]=2[CH:16]=[CH:17][C:18]([C:26]([F:29])([F:27])[F:28])=[N:19]3)[CH2:11][CH2:12][N:13]1[CH2:20][C:21](=[O:24])[CH3:22])[C:2]1[CH:7]=[CH:6][CH:5]=[CH:4][CH:3]=1. The yield is 0.980.